Dataset: NCI-60 drug combinations with 297,098 pairs across 59 cell lines. Task: Regression. Given two drug SMILES strings and cell line genomic features, predict the synergy score measuring deviation from expected non-interaction effect. Cell line: SF-539. Drug 2: CN1CCC(CC1)COC2=C(C=C3C(=C2)N=CN=C3NC4=C(C=C(C=C4)Br)F)OC. Synergy scores: CSS=11.4, Synergy_ZIP=-2.86, Synergy_Bliss=1.15, Synergy_Loewe=0.891, Synergy_HSA=2.68. Drug 1: C1CCC(C1)C(CC#N)N2C=C(C=N2)C3=C4C=CNC4=NC=N3.